Dataset: Peptide-MHC class I binding affinity with 185,985 pairs from IEDB/IMGT. Task: Regression. Given a peptide amino acid sequence and an MHC pseudo amino acid sequence, predict their binding affinity value. This is MHC class I binding data. The peptide sequence is AYDDAEQMY. The MHC is HLA-A02:06 with pseudo-sequence HLA-A02:06. The binding affinity (normalized) is 0.0847.